This data is from Catalyst prediction with 721,799 reactions and 888 catalyst types from USPTO. The task is: Predict which catalyst facilitates the given reaction. (1) The catalyst class is: 8. Reactant: [Si]([O:8][C@H:9]1[CH2:34][CH2:33][C@@:32]2([CH3:35])[C@@H:11]([CH2:12][CH2:13][C:14]3[C:15]4[C@:28]([CH3:36])([CH2:29][CH2:30][C:31]=32)[C@@H:18]([C@H:19]([CH3:27])[CH2:20][CH2:21][C:22](=[O:26])[CH:23]([CH3:25])[CH3:24])[CH2:17][CH:16]=4)[C:10]1([CH3:38])[CH3:37])(C(C)(C)C)(C)C.Cl. Product: [OH:8][C@H:9]1[CH2:34][CH2:33][C@@:32]2([CH3:35])[C@@H:11]([CH2:12][CH2:13][C:14]3[C:15]4[C@:28]([CH3:36])([CH2:29][CH2:30][C:31]=32)[C@@H:18]([C@H:19]([CH3:27])[CH2:20][CH2:21][C:22](=[O:26])[CH:23]([CH3:25])[CH3:24])[CH2:17][CH:16]=4)[C:10]1([CH3:38])[CH3:37]. (2) Reactant: [Cl:1][C:2]1[C:3]([NH:29][C:30]2[CH:35]=[CH:34][CH:33]=[CH:32][C:31]=2[S:36]([CH:39]([CH3:41])[CH3:40])(=[O:38])=[O:37])=[N:4][C:5]([NH:8][C:9]2[CH:17]=[C:16]3[C:12]([CH2:13][N:14]([CH:19]4[CH2:24][CH2:23][NH:22][CH2:21][CH2:20]4)[C:15]3=[O:18])=[CH:11][C:10]=2[O:25][CH:26]([CH3:28])[CH3:27])=[N:6][CH:7]=1.C(N(CC)CC)C.Br[CH2:50][C:51]([NH2:53])=[O:52]. Product: [Cl:1][C:2]1[C:3]([NH:29][C:30]2[CH:35]=[CH:34][CH:33]=[CH:32][C:31]=2[S:36]([CH:39]([CH3:41])[CH3:40])(=[O:38])=[O:37])=[N:4][C:5]([NH:8][C:9]2[CH:17]=[C:16]3[C:12]([CH2:13][N:14]([CH:19]4[CH2:20][CH2:21][N:22]([CH2:50][C:51]([NH2:53])=[O:52])[CH2:23][CH2:24]4)[C:15]3=[O:18])=[CH:11][C:10]=2[O:25][CH:26]([CH3:28])[CH3:27])=[N:6][CH:7]=1. The catalyst class is: 3. (3) The catalyst class is: 97. Product: [CH3:6][O:7][C:8]1[NH:9][C:18](=[O:19])[C:17]([CH2:22][CH2:21][OH:20])=[C:14]([CH3:15])[N:10]=1. Reactant: S(O)(O)(=O)=O.[CH3:6][O:7][C:8](=[NH:10])[NH2:9].[OH-].[Ca+2].[OH-].[C:14]([CH:17]1[CH2:22][CH2:21][O:20][C:18]1=[O:19])(=O)[CH3:15]. (4) Reactant: [Li+].CC([N-]C(C)C)C.[F:9][C:10]1[CH:11]=[C:12]([C@:17]2([CH2:27][N:28]3[CH:32]=[N:31][CH:30]=[N:29]3)[C@@H:19]([C:20]3[CH:25]=[CH:24][CH:23]=[CH:22][C:21]=3[CH3:26])[O:18]2)[CH:13]=[CH:14][C:15]=1[F:16].[CH3:33][S:34]SC.[Cl-].[NH4+]. Product: [F:9][C:10]1[CH:11]=[C:12]([C@:17]2([CH2:27][N:28]3[C:32]([S:34][CH3:33])=[N:31][CH:30]=[N:29]3)[C@@H:19]([C:20]3[CH:25]=[CH:24][CH:23]=[CH:22][C:21]=3[CH3:26])[O:18]2)[CH:13]=[CH:14][C:15]=1[F:16]. The catalyst class is: 7.